Dataset: Reaction yield outcomes from USPTO patents with 853,638 reactions. Task: Predict the reaction yield, written as a fraction of the theoretical maximum amount of product (1.0 means a 100% yield; for example, 0.34 means a 34% yield). (1) The reactants are [CH3:1][C:2]1[N:7]=[C:6]2[S:8][C:9]3[CH2:13][CH2:12][CH2:11][C:10]=3[C:5]2=[C:4]([C:14]2[CH:19]=[CH:18][C:17]([CH3:20])=[CH:16][CH:15]=2)[C:3]=1[CH:21]([CH2:26][CH2:27][CH3:28])[C:22]([O:24]C)=[O:23].[OH-].[Li+].Cl. The catalyst is O1CCOCC1.O. The product is [CH3:1][C:2]1[N:7]=[C:6]2[S:8][C:9]3[CH2:13][CH2:12][CH2:11][C:10]=3[C:5]2=[C:4]([C:14]2[CH:19]=[CH:18][C:17]([CH3:20])=[CH:16][CH:15]=2)[C:3]=1[CH:21]([CH2:26][CH2:27][CH3:28])[C:22]([OH:24])=[O:23]. The yield is 0.400. (2) The reactants are C([N:4]1[C:12]2[C:7](=[CH:8][CH:9]=[C:10]([NH:13][C:14]([C:16]3[C:25](=[O:26])[C:24]4[C:19](=[CH:20][CH:21]=[CH:22][CH:23]=4)[NH:18][CH:17]=3)=[O:15])[CH:11]=2)[CH2:6][CH2:5]1)(=O)C.[OH-].[Na+]. The catalyst is C(O)C. The product is [NH:4]1[C:12]2[C:7](=[CH:8][CH:9]=[C:10]([NH:13][C:14]([C:16]3[C:25](=[O:26])[C:24]4[C:19](=[CH:20][CH:21]=[CH:22][CH:23]=4)[NH:18][CH:17]=3)=[O:15])[CH:11]=2)[CH2:6][CH2:5]1. The yield is 0.200. (3) The reactants are [NH2:1][C:2](=O)[CH2:3][N:4]1[C:9](=[N:10]S(C2C=CC(C)=CC=2)(=O)=O)[CH:8]=[CH:7][C:6]([O:21][C:22]2[CH:23]=[C:24]([NH:28][C:29](=[O:41])[C:30]3[CH:35]=[CH:34][CH:33]=[C:32]([C:36]4([C:39]#[N:40])[CH2:38][CH2:37]4)[CH:31]=3)[CH:25]=[CH:26][CH:27]=2)=[CH:5]1.[F:50][C:49]([F:52])([F:51])[C:48](O[C:48](=[O:53])[C:49]([F:52])([F:51])[F:50])=[O:53].O. The product is [C:39]([C:36]1([C:32]2[CH:31]=[C:30]([CH:35]=[CH:34][CH:33]=2)[C:29]([NH:28][C:24]2[CH:25]=[CH:26][CH:27]=[C:22]([O:21][C:6]3[CH:7]=[CH:8][C:9]4[N:4]([CH:3]=[C:2]([NH:1][C:48](=[O:53])[C:49]([F:50])([F:51])[F:52])[N:10]=4)[CH:5]=3)[CH:23]=2)=[O:41])[CH2:38][CH2:37]1)#[N:40]. The catalyst is ClCCl. The yield is 0.750. (4) The reactants are [CH2:1]([C@H:8]1[CH2:13][CH2:12][O:11][C:10](=[O:14])[N:9]1[C:15](=[O:30])[C@@H:16]([C@@H:21]([C:23]1[CH:24]=[N:25][C:26]([Cl:29])=[CH:27][CH:28]=1)[OH:22])[CH2:17][CH2:18][C:19]#[CH:20])[C:2]1[CH:7]=[CH:6][CH:5]=[CH:4][CH:3]=1.N1C(C)=CC=CC=1C.FC(F)(F)S(O[Si:45]([C:48]([CH3:51])([CH3:50])[CH3:49])([CH3:47])[CH3:46])(=O)=O. The catalyst is ClCCl. The product is [CH2:1]([C@H:8]1[CH2:13][CH2:12][O:11][C:10](=[O:14])[N:9]1[C:15](=[O:30])[C@@H:16]([C@H:21]([O:22][Si:45]([C:48]([CH3:51])([CH3:50])[CH3:49])([CH3:47])[CH3:46])[C:23]1[CH:24]=[N:25][C:26]([Cl:29])=[CH:27][CH:28]=1)[CH2:17][CH2:18][C:19]#[CH:20])[C:2]1[CH:3]=[CH:4][CH:5]=[CH:6][CH:7]=1. The yield is 0.970. (5) The reactants are [CH3:1][C:2]1[CH:11]=[CH:10][C:9]2[C:4](=[CH:5][CH:6]=[C:7]3[O:15][CH2:14][CH:13]([CH2:16]OS(C4C=CC(C)=CC=4)(=O)=O)[O:12][C:8]3=2)[N:3]=1.[F:28][C:29]1[CH:30]=[C:31]2[C:35](=[CH:36][CH:37]=1)[NH:34][CH:33]=[C:32]2[C@@H:38]1[CH2:43][CH2:42][C@H:41]([NH2:44])[CH2:40][CH2:39]1. No catalyst specified. The product is [F:28][C:29]1[CH:30]=[C:31]2[C:35](=[CH:36][CH:37]=1)[NH:34][CH:33]=[C:32]2[C@@H:38]1[CH2:43][CH2:42][C@H:41]([NH:44][CH2:16][C@@H:13]2[O:12][C:8]3=[C:9]4[C:4](=[CH:5][CH:6]=[C:7]3[O:15][CH2:14]2)[N:3]=[C:2]([CH3:1])[CH:11]=[CH:10]4)[CH2:40][CH2:39]1. The yield is 0.200. (6) The reactants are [OH-].[K+].[C:3]([C:6]1[N:11]=[C:10]([C:12]2[CH:17]=[CH:16][C:15]([C:18]3[CH:23]=[CH:22][C:21]([CH2:24][C:25]([NH:27][C@@H:28]([CH2:34][CH:35]([CH3:37])[CH3:36])[C:29]([O:31]CC)=[O:30])=[O:26])=[CH:20][C:19]=3[Cl:38])=[CH:14][CH:13]=2)[C:9]([CH3:39])=[N:8][C:7]=1[CH3:40])(=[O:5])[NH2:4]. The catalyst is CC(O)(C)C. The product is [C:3]([C:6]1[N:11]=[C:10]([C:12]2[CH:17]=[CH:16][C:15]([C:18]3[CH:23]=[CH:22][C:21]([CH2:24][C:25]([NH:27][C@@H:28]([CH2:34][CH:35]([CH3:37])[CH3:36])[C:29]([OH:31])=[O:30])=[O:26])=[CH:20][C:19]=3[Cl:38])=[CH:14][CH:13]=2)[C:9]([CH3:39])=[N:8][C:7]=1[CH3:40])(=[O:5])[NH2:4]. The yield is 0.0959. (7) The reactants are [OH:1][C:2]1[CH:3]=[CH:4][C:5]([N+:10]([O-:12])=[O:11])=[C:6]([CH:9]=1)[CH:7]=O.[NH2:13][CH:14]1[CH2:19][CH2:18][N:17]([CH2:20][C:21]2[CH:26]=[CH:25][CH:24]=[CH:23][CH:22]=2)[CH2:16][CH2:15]1.[BH4-].[Na+].[Cl-].[NH4+]. The catalyst is C(O)C. The product is [CH2:20]([N:17]1[CH2:18][CH2:19][CH:14]([NH:13][CH2:7][C:6]2[CH:9]=[C:2]([OH:1])[CH:3]=[CH:4][C:5]=2[N+:10]([O-:12])=[O:11])[CH2:15][CH2:16]1)[C:21]1[CH:22]=[CH:23][CH:24]=[CH:25][CH:26]=1. The yield is 0.570.